The task is: Predict the product of the given reaction.. This data is from Forward reaction prediction with 1.9M reactions from USPTO patents (1976-2016). (1) Given the reactants C([O:3][CH2:4][C:5]([O:7][C:8]([CH:11]1[CH2:16][CH:15]([O:17][C:18](=[O:23])[CH2:19][O:20]C=O)[C:14]([CH3:24])=[CH:13][CH2:12]1)([CH3:10])[CH3:9])=[O:6])=O, predict the reaction product. The product is: [OH:3][CH2:4][C:5]([O:7][C:8]([CH:11]1[CH2:16][CH:15]([O:17][C:18](=[O:23])[CH2:19][OH:20])[C:14]([CH3:24])=[CH:13][CH2:12]1)([CH3:10])[CH3:9])=[O:6]. (2) Given the reactants Br[C:2]1[N:3]=[C:4]([C:9]2[N:10]([CH2:18][CH3:19])[C:11]3[CH:16]=[CH:15][N:14]=[CH:13][C:12]=3[N:17]=2)[C:5]([NH2:8])=[N:6][CH:7]=1.[CH2:20]([O:27][C:28]1[CH:33]=[CH:32][C:31](B(O)O)=[CH:30][CH:29]=1)[C:21]1[CH:26]=[CH:25][CH:24]=[CH:23][CH:22]=1.C([O-])([O-])=O.[K+].[K+], predict the reaction product. The product is: [CH2:20]([O:27][C:28]1[CH:33]=[CH:32][C:31]([C:2]2[N:3]=[C:4]([C:9]3[N:10]([CH2:18][CH3:19])[C:11]4[CH:16]=[CH:15][N:14]=[CH:13][C:12]=4[N:17]=3)[C:5]([NH2:8])=[N:6][CH:7]=2)=[CH:30][CH:29]=1)[C:21]1[CH:26]=[CH:25][CH:24]=[CH:23][CH:22]=1. (3) Given the reactants [CH3:1][C:2]1[O:3][C:4]2[CH:10]=[CH:9][C:8]([C:11]([OH:13])=O)=[CH:7][C:5]=2[CH:6]=1.O[N:15]=[C:16]([NH2:23])[C:17]1[CH:22]=[CH:21][CH:20]=[N:19][CH:18]=1.N, predict the reaction product. The product is: [CH3:1][C:2]1[O:3][C:4]2[CH:10]=[CH:9][C:8]([C:11]3[O:13][N:23]=[C:16]([C:17]4[CH:18]=[N:19][CH:20]=[CH:21][CH:22]=4)[N:15]=3)=[CH:7][C:5]=2[CH:6]=1. (4) Given the reactants [NH2:1]C(C1SC(C(O)=O)=CC=1)C.[C:12]([C:18]1[CH:26]=[CH:25][C:21]([C:22]([OH:24])=O)=[CH:20][CH:19]=1)(=O)[CH2:13][CH2:14][CH2:15][CH3:16].[NH2:27][C:28]1[CH:33]=[CH:32][N:31]=[CH:30][CH:29]=1, predict the reaction product. The product is: [NH2:1][CH:12]([C:18]1[CH:19]=[CH:20][C:21]([C:22]([NH:27][C:28]2[CH:33]=[CH:32][N:31]=[CH:30][CH:29]=2)=[O:24])=[CH:25][CH:26]=1)[CH2:13][CH2:14][CH2:15][CH3:16]. (5) Given the reactants [H-].[Al+3].[Li+].[H-].[H-].[H-].[OH:7][CH:8]1[CH2:13][CH2:12][N:11]([CH2:14][C:15]#[N:16])[CH2:10][CH2:9]1, predict the reaction product. The product is: [NH2:16][CH2:15][CH2:14][N:11]1[CH2:12][CH2:13][CH:8]([OH:7])[CH2:9][CH2:10]1. (6) Given the reactants [I-:1].[Na+].[CH3:3][C:4]1([CH3:13])[O:9][C:8](=[O:10])[CH:7]=[C:6]([CH2:11]Cl)[O:5]1, predict the reaction product. The product is: [I:1][CH2:11][C:6]1[O:5][C:4]([CH3:13])([CH3:3])[O:9][C:8](=[O:10])[CH:7]=1. (7) The product is: [CH2:1]([O:8][CH2:9][CH:10]1[O:15][C:14]2[CH:16]=[CH:17][C:18]([CH2:20][CH2:21][Br:43])=[CH:19][C:13]=2[O:12][CH2:11]1)[C:2]1[CH:7]=[CH:6][CH:5]=[CH:4][CH:3]=1. Given the reactants [CH2:1]([O:8][CH2:9][CH:10]1[O:15][C:14]2[CH:16]=[CH:17][C:18]([CH2:20][CH2:21]O)=[CH:19][C:13]=2[O:12][CH2:11]1)[C:2]1[CH:7]=[CH:6][CH:5]=[CH:4][CH:3]=1.C1C=CC(P(C2C=CC=CC=2)C2C=CC=CC=2)=CC=1.C(Br)(Br)(Br)[Br:43].O, predict the reaction product. (8) Given the reactants [Cl:1][C:2]1[CH:7]=[C:6]([Cl:8])[C:5]([O:9][CH3:10])=[CH:4][C:3]=1[NH:11][C:12]1[C:21]2[C:16](=[CH:17][C:18](/[CH:24]=[CH:25]/[CH2:26][CH2:27]O)=[C:19]([O:22][CH3:23])[CH:20]=2)[N:15]=[CH:14][C:13]=1[C:29]#[N:30].[NH:31]1[CH2:35][CH2:34][CH2:33][CH2:32]1, predict the reaction product. The product is: [Cl:1][C:2]1[CH:7]=[C:6]([Cl:8])[C:5]([O:9][CH3:10])=[CH:4][C:3]=1[NH:11][C:12]1[C:21]2[C:16](=[CH:17][C:18](/[CH:24]=[CH:25]/[CH2:26][CH2:27][N:31]3[CH2:35][CH2:34][CH2:33][CH2:32]3)=[C:19]([O:22][CH3:23])[CH:20]=2)[N:15]=[CH:14][C:13]=1[C:29]#[N:30]. (9) Given the reactants [Br:1][C:2]1[CH:3]=[C:4]([CH:8]=[CH:9][C:10]=1[O:11][C:12]1[CH:17]=[CH:16][C:15]([F:18])=[CH:14][C:13]=1[F:19])[CH2:5]SC.O[O:21][S:22]([O-:24])=O.[K+].[CH3:26]O, predict the reaction product. The product is: [Br:1][C:2]1[CH:3]=[C:4]([CH2:5][S:22]([CH3:26])(=[O:24])=[O:21])[CH:8]=[CH:9][C:10]=1[O:11][C:12]1[CH:17]=[CH:16][C:15]([F:18])=[CH:14][C:13]=1[F:19].